This data is from Forward reaction prediction with 1.9M reactions from USPTO patents (1976-2016). The task is: Predict the product of the given reaction. (1) The product is: [CH3:20][O:21][C:22]([CH:24]1[CH2:28][CH:27]([OH:29])[CH2:26][N:25]1[C:17]([C:15]1[CH:16]=[C:11]([C:5]2[CH:4]=[C:3]([CH2:1][CH3:2])[C:8](=[O:9])[NH:7][C:6]=2[CH3:10])[CH:12]=[N:13][CH:14]=1)=[O:19])=[O:23]. Given the reactants [CH2:1]([C:3]1[C:8](=[O:9])[NH:7][C:6]([CH3:10])=[C:5]([C:11]2[CH:12]=[N:13][CH:14]=[C:15]([C:17]([OH:19])=O)[CH:16]=2)[CH:4]=1)[CH3:2].[CH3:20][O:21][C:22]([CH:24]1[CH2:28][CH:27]([OH:29])[CH2:26][NH:25]1)=[O:23], predict the reaction product. (2) Given the reactants [CH2:1]([O:3][C:4](=[O:39])[CH2:5][CH:6]([C:29]1[CH:38]=[N:37][C:36]2[C:31](=[CH:32][CH:33]=[CH:34][CH:35]=2)[N:30]=1)[CH2:7][CH2:8][CH2:9][CH2:10][CH2:11][CH2:12][C:13]1[CH:18]=[CH:17][CH:16]=[C:15]([NH:19][CH2:20][C:21]2[CH:26]=[CH:25][C:24]([O:27][CH3:28])=[CH:23][CH:22]=2)[N:14]=1)[CH3:2].C=O.[C:42](O)(=O)C.[BH3-]C#N.[Na+], predict the reaction product. The product is: [CH2:1]([O:3][C:4](=[O:39])[CH2:5][CH:6]([C:29]1[CH:38]=[N:37][C:36]2[C:31](=[CH:32][CH:33]=[CH:34][CH:35]=2)[N:30]=1)[CH2:7][CH2:8][CH2:9][CH2:10][CH2:11][CH2:12][C:13]1[CH:18]=[CH:17][CH:16]=[C:15]([N:19]([CH2:20][C:21]2[CH:22]=[CH:23][C:24]([O:27][CH3:28])=[CH:25][CH:26]=2)[CH3:42])[N:14]=1)[CH3:2].